This data is from Catalyst prediction with 721,799 reactions and 888 catalyst types from USPTO. The task is: Predict which catalyst facilitates the given reaction. Reactant: [C:1]([C:3]1[N:8]=[CH:7][C:6]([CH:9]([CH3:31])[C:10]([NH:12][CH2:13][C:14]2[C:15]([N:24]3[CH2:29][CH2:28][CH:27]([CH3:30])[CH2:26][CH2:25]3)=[N:16][C:17]([C:20]([F:23])([F:22])[F:21])=[CH:18][CH:19]=2)=[O:11])=[CH:5][CH:4]=1)#[N:2].S(=O)(=O)(O)[OH:33]. Product: [CH3:30][CH:27]1[CH2:28][CH2:29][N:24]([C:15]2[C:14]([CH2:13][NH:12][C:10](=[O:11])[CH:9]([C:6]3[CH:5]=[CH:4][C:3]([C:1]([NH2:2])=[O:33])=[N:8][CH:7]=3)[CH3:31])=[CH:19][CH:18]=[C:17]([C:20]([F:21])([F:22])[F:23])[N:16]=2)[CH2:25][CH2:26]1. The catalyst class is: 74.